Dataset: Reaction yield outcomes from USPTO patents with 853,638 reactions. Task: Predict the reaction yield, written as a fraction of the theoretical maximum amount of product (1.0 means a 100% yield; for example, 0.34 means a 34% yield). (1) The reactants are [CH2:1]([O:8][C:9]([N:11]1[CH2:16][CH2:15][CH:14]([CH:17]([OH:22])[C:18]([F:21])([F:20])[F:19])[CH2:13][CH2:12]1)=[O:10])[C:2]1[CH:7]=[CH:6][CH:5]=[CH:4][CH:3]=1.N1C=CC=CC=1.[F:29][C:30]([F:43])([F:42])[S:31](O[S:31]([C:30]([F:43])([F:42])[F:29])(=[O:33])=[O:32])(=[O:33])=[O:32]. The catalyst is C(Cl)Cl. The product is [CH2:1]([O:8][C:9]([N:11]1[CH2:16][CH2:15][CH:14]([CH:17]([O:22][S:31]([C:30]([F:43])([F:42])[F:29])(=[O:33])=[O:32])[C:18]([F:20])([F:21])[F:19])[CH2:13][CH2:12]1)=[O:10])[C:2]1[CH:3]=[CH:4][CH:5]=[CH:6][CH:7]=1. The yield is 0.940. (2) The reactants are [Cl:1][C:2]1[CH:25]=[CH:24][C:5]([CH2:6][N:7]2[CH:12]=[C:11]([CH:13]([OH:22])[C:14]3[CH:19]=[CH:18][CH:17]=[C:16]([O:20][CH3:21])[CH:15]=3)[CH:10]=[CH:9][C:8]2=[O:23])=[CH:4][CH:3]=1. The catalyst is C(Cl)Cl.[O-2].[O-2].[Mn+4]. The product is [Cl:1][C:2]1[CH:3]=[CH:4][C:5]([CH2:6][N:7]2[CH:12]=[C:11]([C:13](=[O:22])[C:14]3[CH:19]=[CH:18][CH:17]=[C:16]([O:20][CH3:21])[CH:15]=3)[CH:10]=[CH:9][C:8]2=[O:23])=[CH:24][CH:25]=1. The yield is 1.00. (3) The reactants are [CH2:1]([N:3]([CH2:38][CH3:39])[CH2:4][CH2:5][CH2:6][NH:7][C:8]1[N:9]=[C:10]([C:27]2[CH:28]=[C:29]([CH:33]=[C:34]([F:37])[C:35]=2[CH3:36])[C:30]([OH:32])=O)[C:11]2[CH:17]=[CH:16][C:15](=[O:18])[N:14]([C:19]3[C:24]([F:25])=[CH:23][CH:22]=[CH:21][C:20]=3[F:26])[C:12]=2[N:13]=1)[CH3:2].CN(C(ON1N=NC2C=CC=CC1=2)=[N+](C)C)C.F[P-](F)(F)(F)(F)F.C(N(CC)CC)C.[C:71]([NH2:75])([CH3:74])([CH3:73])[CH3:72]. The catalyst is CN(C=O)C. The product is [CH2:38]([N:3]([CH2:1][CH3:2])[CH2:4][CH2:5][CH2:6][NH:7][C:8]1[N:9]=[C:10]([C:27]2[CH:28]=[C:29]([CH:33]=[C:34]([F:37])[C:35]=2[CH3:36])[C:30]([NH:75][C:71]([CH3:74])([CH3:73])[CH3:72])=[O:32])[C:11]2[CH:17]=[CH:16][C:15](=[O:18])[N:14]([C:19]3[C:20]([F:26])=[CH:21][CH:22]=[CH:23][C:24]=3[F:25])[C:12]=2[N:13]=1)[CH3:39]. The yield is 0.460. (4) The reactants are [Br:1][C:2]1[CH:3]=[N:4][NH:5][CH:6]=1.[H-].[Na+].[O:9]1[CH2:13][CH2:12]OC1=O.CCOC(C)=O. The catalyst is CN(C=O)C. The product is [Br:1][C:2]1[CH:3]=[N:4][N:5]([CH2:12][CH2:13][OH:9])[CH:6]=1. The yield is 0.340. (5) The reactants are Cl.[CH3:2][C:3]1[CH:8]=[CH:7][N:6]=[CH:5][C:4]=1[C:9]1[C:10](=[O:16])[NH:11][C:12](=[O:15])[NH:13][CH:14]=1.C([O-])([O-])=O.[K+].[K+].Br[CH2:24][CH2:25][CH:26]([O:29][CH3:30])[O:27][CH3:28].O. The catalyst is CN(C=O)C. The product is [CH3:28][O:27][CH:26]([O:29][CH3:30])[CH2:25][CH2:24][N:13]1[CH:14]=[C:9]([C:4]2[CH:5]=[N:6][CH:7]=[CH:8][C:3]=2[CH3:2])[C:10](=[O:16])[NH:11][C:12]1=[O:15]. The yield is 0.270. (6) The reactants are Cl[CH2:2][CH2:3][CH2:4][N:5]1[C:10]2[CH:11]=[CH:12][CH:13]=[CH:14][C:9]=2[O:8][CH2:7][C:6]1=[O:15].C([O-])([O-])=O.[K+].[K+].[Na+].[I-].[CH:24](=[C:28]1[CH2:34][CH:33]2[NH:35][CH:30]([CH2:31][CH2:32]2)[CH2:29]1)[CH2:25][CH2:26][CH3:27]. The catalyst is C(Cl)Cl.CO. The product is [CH:24](=[C:28]1[CH2:29][CH:30]2[N:35]([CH2:2][CH2:3][CH2:4][N:5]3[C:10]4[CH:11]=[CH:12][CH:13]=[CH:14][C:9]=4[O:8][CH2:7][C:6]3=[O:15])[CH:33]([CH2:32][CH2:31]2)[CH2:34]1)[CH2:25][CH2:26][CH3:27]. The yield is 0.410. (7) The reactants are [CH2:1]([O:8][N:9]1[C:12]2([CH:17]=[CH:16][C:15]([OH:20])(CO)[CH:14]([O:21][Si:22]([C:25]([CH3:28])([CH3:27])[CH3:26])([CH3:24])[CH3:23])[CH:13]2[O:29][Si:30]([CH3:33])([CH3:32])[CH3:31])[CH2:11][C:10]1=[O:34])[C:2]1[CH:7]=[CH:6][CH:5]=[CH:4][CH:3]=1.N1C=CN=C1.[Si:40](Cl)([C:43]([CH3:46])([CH3:45])[CH3:44])([CH3:42])[CH3:41].CN(C=[O:52])C. No catalyst specified. The product is [CH2:1]([O:8][N:9]1[C:12]2([CH:17]=[CH:16][C:15]([O:52][Si:40]([C:43]([CH3:46])([CH3:45])[CH3:44])([CH3:42])[CH3:41])([OH:20])[CH:14]([O:21][Si:22]([C:25]([CH3:26])([CH3:27])[CH3:28])([CH3:23])[CH3:24])[CH:13]2[O:29][Si:30]([CH3:33])([CH3:32])[CH3:31])[CH2:11][C:10]1=[O:34])[C:2]1[CH:7]=[CH:6][CH:5]=[CH:4][CH:3]=1. The yield is 0.820.